Dataset: Reaction yield outcomes from USPTO patents with 853,638 reactions. Task: Predict the reaction yield, written as a fraction of the theoretical maximum amount of product (1.0 means a 100% yield; for example, 0.34 means a 34% yield). (1) The reactants are [OH-:1].[Na+].[F:3][C:4]1[CH:9]=[CH:8][C:7]([C:10]([N:12]2[CH2:17][CH2:16][N:15]3[N:18]=[C:19]([CH2:24][O:25][C:26]4[CH:31]=[CH:30][CH:29]=[CH:28][CH:27]=4)[C:20](B(O)O)=[C:14]3[CH2:13]2)=[O:11])=[CH:6][CH:5]=1.OO. The catalyst is C1COCC1. The product is [F:3][C:4]1[CH:9]=[CH:8][C:7]([C:10]([N:12]2[CH2:17][CH2:16][N:15]3[N:18]=[C:19]([CH2:24][O:25][C:26]4[CH:31]=[CH:30][CH:29]=[CH:28][CH:27]=4)[C:20]([OH:1])=[C:14]3[CH2:13]2)=[O:11])=[CH:6][CH:5]=1. The yield is 0.100. (2) The reactants are F[C:2]1[CH:7]=[C:6]([OH:8])[CH:5]=[C:4]([OH:9])[CH:3]=1. The catalyst is S(=O)(=O)(O)O. The product is [OH:9][C:4]1[CH:5]=[C:6]2[C:7]([CH:4]=[CH:5][C:6](=[O:8])[O:8]2)=[CH:2][CH:3]=1. The yield is 0.420. (3) The reactants are [F:1][C:2]1[CH:7]=[C:6]([CH:8]2[CH2:13][CH2:12][CH2:11][CH2:10][NH:9]2)[CH:5]=[CH:4][C:3]=1[C:14]1[O:15][C:16]2[C:22]([C:23]([NH2:25])=[O:24])=[CH:21][CH:20]=[CH:19][C:17]=2[N:18]=1.[CH:26](=O)[CH2:27][CH3:28]. The catalyst is CO.[Pd]. The product is [F:1][C:2]1[CH:7]=[C:6]([CH:8]2[CH2:13][CH2:12][CH2:11][CH2:10][N:9]2[CH2:26][CH2:27][CH3:28])[CH:5]=[CH:4][C:3]=1[C:14]1[O:15][C:16]2[C:22]([C:23]([NH2:25])=[O:24])=[CH:21][CH:20]=[CH:19][C:17]=2[N:18]=1. The yield is 0.430. (4) The reactants are [Br:1][C:2]1[CH:3]=[C:4]([N:8]2[C:16]3[C:11](=[CH:12][C:13](I)=[CH:14][CH:15]=3)[C:10]([C:18]([O:20][CH3:21])=[O:19])=[N:9]2)[CH:5]=[CH:6][CH:7]=1.COCCOC.O.[CH3:29][N:30]1[CH:34]=[C:33](B2OC(C)(C)C(C)(C)O2)[CH:32]=[N:31]1.[Cl-].[Li+].C(=O)([O-])[O-].[Na+].[Na+]. No catalyst specified. The product is [Br:1][C:2]1[CH:3]=[C:4]([N:8]2[C:16]3[C:11](=[CH:12][C:13]([C:33]4[CH:32]=[N:31][N:30]([CH3:29])[CH:34]=4)=[CH:14][CH:15]=3)[C:10]([C:18]([O:20][CH3:21])=[O:19])=[N:9]2)[CH:5]=[CH:6][CH:7]=1. The yield is 0.440. (5) The reactants are [C:1]1([CH3:19])[CH:6]=[CH:5][C:4]([C:7]2[O:8][C:9]3[C:10](=[C:12]([C:16]([OH:18])=O)[CH:13]=[CH:14][CH:15]=3)[N:11]=2)=[CH:3][CH:2]=1.Cl.Cl.[NH2:22][CH:23]1[CH2:30][CH:29]2[N:31]([CH3:32])[CH:25]([CH2:26][CH2:27][CH2:28]2)[CH2:24]1.Cl.C(N=C=NCCCN(C)C)C.ON1C2C=CC=CC=2N=N1.CCN(C(C)C)C(C)C. The catalyst is CN(C=O)C.C(OCC)(=O)C. The product is [CH3:32][N:31]1[CH:25]2[CH2:26][CH2:27][CH2:28][CH:29]1[CH2:30][CH:23]([NH:22][C:16]([C:12]1[CH:13]=[CH:14][CH:15]=[C:9]3[O:8][C:7]([C:4]4[CH:3]=[CH:2][C:1]([CH3:19])=[CH:6][CH:5]=4)=[N:11][C:10]=13)=[O:18])[CH2:24]2. The yield is 0.270. (6) The reactants are [C:1]([C:4]1[CH:5]=[CH:6][C:7]([C:13]2[CH2:17][CH2:16][CH:15]([NH:18][C:19](=[O:25])[O:20][C:21]([CH3:24])([CH3:23])[CH3:22])[CH:14]=2)=[C:8]2[C:12]=1[NH:11][CH:10]=[CH:9]2)(=[O:3])[NH2:2].C(C1C=CC(C2CC(NC(=O)OC(C)(C)C)CC=2)=C2C=1NC=C2)(=O)N. The catalyst is C1COCC1.[Pd]. The product is [C:1]([C:4]1[CH:5]=[CH:6][C:7]([CH:13]2[CH2:17][CH2:16][CH:15]([NH:18][C:19](=[O:25])[O:20][C:21]([CH3:23])([CH3:22])[CH3:24])[CH2:14]2)=[C:8]2[C:12]=1[NH:11][CH:10]=[CH:9]2)(=[O:3])[NH2:2]. The yield is 0.960. (7) The reactants are [CH3:1][N:2]1[CH:7]=[CH:6][C:5]([CH:8](OCC)[O:9]CC)=[CH:4][C:3]1=[O:15].Cl.C(=O)(O)[O-].[Na+]. The catalyst is O1CCCC1. The product is [CH3:1][N:2]1[CH:7]=[CH:6][C:5]([CH:8]=[O:9])=[CH:4][C:3]1=[O:15]. The yield is 0.950. (8) The reactants are [C:1]([O:4][CH2:5][C:6]([OH:9])([CH3:8])[CH3:7])(=[O:3])[CH3:2].[C:10](N1C=CN=C1)([N:12]1[CH:16]=[CH:15][N:14]=[CH:13]1)=[O:11]. The catalyst is C(Cl)Cl. The product is [N:12]1([C:10]([O:9][C:6]([CH3:8])([CH3:7])[CH2:5][O:4][C:1](=[O:3])[CH3:2])=[O:11])[CH:16]=[CH:15][N:14]=[CH:13]1. The yield is 0.200. (9) The reactants are [CH3:1][N:2]1[C:6]2[CH2:7][CH2:8][CH2:9][CH2:10][CH2:11][C:5]=2[C:4]([Sn](CCCC)(CCCC)CCCC)=[N:3]1.[C:25]([NH:29][C:30]([C:32]1[C:40]2[C:35](=[N:36][CH:37]=[C:38](Br)[N:39]=2)[N:34]([CH2:42][O:43][CH2:44][CH2:45][Si:46]([CH3:49])([CH3:48])[CH3:47])[CH:33]=1)=[O:31])([CH3:28])([CH3:27])[CH3:26]. The catalyst is CN(C=O)C.C1C=CC([P]([Pd]([P](C2C=CC=CC=2)(C2C=CC=CC=2)C2C=CC=CC=2)([P](C2C=CC=CC=2)(C2C=CC=CC=2)C2C=CC=CC=2)[P](C2C=CC=CC=2)(C2C=CC=CC=2)C2C=CC=CC=2)(C2C=CC=CC=2)C2C=CC=CC=2)=CC=1.[Cu]I. The product is [C:25]([NH:29][C:30]([C:32]1[C:40]2[C:35](=[N:36][CH:37]=[C:38]([C:4]3[C:5]4[CH2:11][CH2:10][CH2:9][CH2:8][CH2:7][C:6]=4[N:2]([CH3:1])[N:3]=3)[N:39]=2)[N:34]([CH2:42][O:43][CH2:44][CH2:45][Si:46]([CH3:49])([CH3:48])[CH3:47])[CH:33]=1)=[O:31])([CH3:28])([CH3:27])[CH3:26]. The yield is 0.600. (10) The reactants are [F:1][C:2]1[CH:7]=[CH:6][CH:5]=[C:4]([F:8])[C:3]=1[N:9]1[C:14]2[N:15]=[C:16]([S:37][CH3:38])[N:17]=[C:18]([C:19]3[CH:20]=[C:21]([CH:33]=[CH:34][C:35]=3[CH3:36])[C:22]([NH:24][CH2:25][CH2:26][C:27]3[CH:32]=[CH:31][CH:30]=[CH:29][CH:28]=3)=[O:23])[C:13]=2[CH:12]=[CH:11][C:10]1=[O:39].C1C=C(Cl)C=C(C(OO)=[O:48])C=1. The catalyst is ClCCl. The product is [F:8][C:4]1[CH:5]=[CH:6][CH:7]=[C:2]([F:1])[C:3]=1[N:9]1[C:14]2[N:15]=[C:16]([S:37]([CH3:38])=[O:48])[N:17]=[C:18]([C:19]3[CH:20]=[C:21]([CH:33]=[CH:34][C:35]=3[CH3:36])[C:22]([NH:24][CH2:25][CH2:26][C:27]3[CH:28]=[CH:29][CH:30]=[CH:31][CH:32]=3)=[O:23])[C:13]=2[CH:12]=[CH:11][C:10]1=[O:39]. The yield is 0.760.